This data is from Forward reaction prediction with 1.9M reactions from USPTO patents (1976-2016). The task is: Predict the product of the given reaction. Given the reactants O[CH2:2][C@H:3]1[C:11]2[C:10]([N:12]3[CH2:17][CH2:16][N:15]([C:18]([O:20][C:21]([CH3:24])([CH3:23])[CH3:22])=[O:19])[CH2:14][CH2:13]3)=[N:9][CH:8]=[N:7][C:6]=2[CH2:5][CH2:4]1.[F:25]C(F)(S(F)(=O)=O)C(F)(F)C(F)(F)C(F)(F)F.F.F.F.C(N(CC)CC)C.C(N(CC)CC)C, predict the reaction product. The product is: [C:21]([O:20][C:18]([N:15]1[CH2:16][CH2:17][N:12]([C:10]2[C:11]3[C@H:3]([CH2:2][F:25])[CH2:4][CH2:5][C:6]=3[N:7]=[CH:8][N:9]=2)[CH2:13][CH2:14]1)=[O:19])([CH3:23])([CH3:22])[CH3:24].